This data is from Reaction yield outcomes from USPTO patents with 853,638 reactions. The task is: Predict the reaction yield, written as a fraction of the theoretical maximum amount of product (1.0 means a 100% yield; for example, 0.34 means a 34% yield). (1) The reactants are [Cl-].O[NH3+:3].[C:4](=[O:7])([O-])[OH:5].[Na+].CS(C)=O.[Si]([O:20][CH2:21][C:22]1([CH2:26][O:27][C@H:28]2[CH2:33][CH2:32][C@H:31]([N:34]3[C:39](=[O:40])[C:38]([CH2:41][C:42]4[CH:47]=[CH:46][C:45]([C:48]5[C:49]([C:54]#[N:55])=[CH:50][CH:51]=[CH:52][CH:53]=5)=[CH:44][CH:43]=4)=[C:37]([CH2:56][CH2:57][CH3:58])[N:36]4[N:59]=[CH:60][N:61]=[C:35]34)[CH2:30][CH2:29]2)[CH2:25][CH2:24][CH2:23]1)(C(C)(C)C)(C)C. The catalyst is O.C(OCC)(=O)C. The product is [OH:20][CH2:21][C:22]1([CH2:26][O:27][C@H:28]2[CH2:33][CH2:32][C@H:31]([N:34]3[C:39](=[O:40])[C:38]([CH2:41][C:42]4[CH:43]=[CH:44][C:45]([C:48]5[CH:53]=[CH:52][CH:51]=[CH:50][C:49]=5[C:54]5[NH:3][C:4](=[O:7])[O:5][N:55]=5)=[CH:46][CH:47]=4)=[C:37]([CH2:56][CH2:57][CH3:58])[N:36]4[N:59]=[CH:60][N:61]=[C:35]34)[CH2:30][CH2:29]2)[CH2:23][CH2:24][CH2:25]1. The yield is 0.760. (2) The reactants are [CH3:1][N:2]1[CH:7]=[C:6]([C:8]2[CH:13]=[C:12]([CH2:14][S:15]([CH3:18])(=[O:17])=[O:16])[CH:11]=[CH:10][C:9]=2[NH:19][C:20]2[CH:21]=[C:22]3[C:26](=[CH:27][CH:28]=2)[N:25]([CH2:29][O:30][CH2:31][CH2:32][Si:33]([CH3:36])([CH3:35])[CH3:34])[N:24]=[CH:23]3)[C:5]2[CH:37]=[CH:38][NH:39][C:4]=2[C:3]1=[O:40].C=O.[C:43]1(C)C=CC=CC=1. The catalyst is O1CCCC1.[Ti](Cl)(Cl)(Cl)Cl. The yield is 0.530. The product is [CH3:1][N:2]1[C:3](=[O:40])[C:4]2[NH:39][CH:38]=[C:37]3[CH2:43][N:19]([C:20]4[CH:21]=[C:22]5[C:26](=[CH:27][CH:28]=4)[N:25]([CH2:29][O:30][CH2:31][CH2:32][Si:33]([CH3:34])([CH3:35])[CH3:36])[N:24]=[CH:23]5)[C:9]4[CH:10]=[CH:11][C:12]([CH2:14][S:15]([CH3:18])(=[O:16])=[O:17])=[CH:13][C:8]=4[C:6]([C:5]=23)=[CH:7]1. (3) The reactants are [Cl:1][C:2]1[CH:3]=[CH:4][C:5]2[N:6]([CH:8]=[C:9]([CH2:11][C:12]([O:14]CC)=[O:13])[N:10]=2)[CH:7]=1.[OH-].[Na+]. The catalyst is C1COCC1. The product is [Cl:1][C:2]1[CH:3]=[CH:4][C:5]2[N:6]([CH:8]=[C:9]([CH2:11][C:12]([OH:14])=[O:13])[N:10]=2)[CH:7]=1. The yield is 0.790. (4) The reactants are [CH2:1]([C:4]1[C:10]([OH:11])=[CH:9][CH:8]=[CH:7][C:5]=1[OH:6])[CH2:2][CH3:3].[C:12]([O-])([O-])=O.[K+].[K+].IC.Cl. The catalyst is CN(C=O)C. The product is [CH3:12][O:11][C:10]1[C:4]([CH2:1][CH2:2][CH3:3])=[C:5]([OH:6])[CH:7]=[CH:8][CH:9]=1. The yield is 0.240. (5) The reactants are C(OC([N:8]1[C:13]2[CH:14]=[CH:15][CH:16]=[CH:17][C:12]=2[S:11](=[O:19])(=[O:18])[CH:10]=[C:9]1[CH2:20][C:21]([O:23][CH2:24][CH3:25])=[O:22])=O)(C)(C)C.ClCCl.FC(F)(F)C(O)=O. No catalyst specified. The product is [CH2:24]([O:23][C:21](=[O:22])[CH2:20][C:9]1[NH:8][C:13]2[CH:14]=[CH:15][CH:16]=[CH:17][C:12]=2[S:11](=[O:19])(=[O:18])[CH:10]=1)[CH3:25]. The yield is 0.860.